Predict which catalyst facilitates the given reaction. From a dataset of Catalyst prediction with 721,799 reactions and 888 catalyst types from USPTO. (1) Reactant: [CH2:1]([O:8][C:9]1[C:10]([CH3:18])=[C:11]([CH2:16][OH:17])[CH:12]=[N:13][C:14]=1[CH3:15])[C:2]1[CH:7]=[CH:6][CH:5]=[CH:4][CH:3]=1. Product: [CH2:1]([O:8][C:9]1[C:10]([CH3:18])=[C:11]([CH:16]=[O:17])[CH:12]=[N:13][C:14]=1[CH3:15])[C:2]1[CH:3]=[CH:4][CH:5]=[CH:6][CH:7]=1. The catalyst class is: 784. (2) Reactant: [BH4-].[Na+].[CH3:3][C:4]1[CH:9]=[CH:8][C:7]([CH3:10])=[CH:6][C:5]=1[CH2:11][CH2:12][C:13](=[O:31])[CH2:14][CH2:15][S:16][CH2:17][CH2:18][C:19](=[O:30])[CH2:20][CH2:21][C:22]1[CH:27]=[C:26]([CH3:28])[CH:25]=[CH:24][C:23]=1[CH3:29].Cl. Product: [CH3:29][C:23]1[CH:24]=[CH:25][C:26]([CH3:28])=[CH:27][C:22]=1[CH2:21][CH2:20][CH:19]([OH:30])[CH2:18][CH2:17][S:16][CH2:15][CH2:14][CH:13]([OH:31])[CH2:12][CH2:11][C:5]1[CH:6]=[C:7]([CH3:10])[CH:8]=[CH:9][C:4]=1[CH3:3]. The catalyst class is: 8. (3) Reactant: [CH:1]1[C:10]2[C:5](=[CH:6][CH:7]=[CH:8][CH:9]=2)[CH:4]=[CH:3][C:2]=1[NH2:11].[H-].[Na+].F[C:15]1[CH:20]=[CH:19][CH:18]=[CH:17][C:16]=1[N+:21]([O-:23])=[O:22]. Product: [N+:21]([C:16]1[CH:17]=[CH:18][CH:19]=[CH:20][C:15]=1[NH:11][C:2]1[CH:3]=[CH:4][C:5]2[C:10](=[CH:9][CH:8]=[CH:7][CH:6]=2)[CH:1]=1)([O-:23])=[O:22]. The catalyst class is: 3. (4) Reactant: [CH3:1][O:2][C:3]1[CH:4]=[C:5]2[C:10](=[CH:11][CH:12]=1)[C:9]([O:13][C:14]1[CH:19]=[CH:18][C:17](/[CH:20]=[CH:21]/[C:22]([O:24]CC)=[O:23])=[CH:16][CH:15]=1)=[C:8]([C:27]1[CH:32]=[CH:31][CH:30]=[CH:29][CH:28]=1)[C:7]([CH2:33][CH2:34][CH3:35])=[CH:6]2.[OH-].[Na+]. Product: [CH3:1][O:2][C:3]1[CH:4]=[C:5]2[C:10](=[CH:11][CH:12]=1)[C:9]([O:13][C:14]1[CH:15]=[CH:16][C:17](/[CH:20]=[CH:21]/[C:22]([OH:24])=[O:23])=[CH:18][CH:19]=1)=[C:8]([C:27]1[CH:32]=[CH:31][CH:30]=[CH:29][CH:28]=1)[C:7]([CH2:33][CH2:34][CH3:35])=[CH:6]2. The catalyst class is: 242. (5) Reactant: [NH2:1][C@@H:2]1[CH2:7][CH2:6][C@H:5]([NH:8][C:9]2[N:18]=[C:17]([N:19]([CH3:21])[CH3:20])[C:16]3[C:11](=[CH:12][CH:13]=[CH:14][CH:15]=3)[N:10]=2)[CH2:4][CH2:3]1.[N:22]([C:25]1[CH:30]=[CH:29][C:28]([O:31][CH3:32])=[C:27]([O:33][CH3:34])[CH:26]=1)=[C:23]=[O:24].O.[ClH:36]. The catalyst class is: 197. Product: [ClH:36].[CH3:34][O:33][C:27]1[CH:26]=[C:25]([NH:22][C:23]([NH:1][C@H:2]2[CH2:3][CH2:4][C@@H:5]([NH:8][C:9]3[N:18]=[C:17]([N:19]([CH3:21])[CH3:20])[C:16]4[C:11](=[CH:12][CH:13]=[CH:14][CH:15]=4)[N:10]=3)[CH2:6][CH2:7]2)=[O:24])[CH:30]=[CH:29][C:28]=1[O:31][CH3:32]. (6) The catalyst class is: 8. Reactant: [CH3:1][C:2]1[N:7]=[C:6]([SH:8])[N:5]=[C:4]([OH:9])[CH:3]=1.C(N(CC)CC)C.Br[CH2:18][C:19]1[CH:24]=[CH:23][N:22]=[CH:21][C:20]=1[Cl:25]. Product: [Cl:25][C:20]1[CH:21]=[N:22][CH:23]=[CH:24][C:19]=1[CH2:18][S:8][C:6]1[N:5]=[C:4]([OH:9])[CH:3]=[C:2]([CH3:1])[N:7]=1. (7) Reactant: [NH2:1][C:2]1[CH:7]=[CH:6][C:5]([Br:8])=[CH:4][N:3]=1.Br[CH2:10][C:11]([C:13]1[CH:18]=[CH:17][C:16]([F:19])=[C:15]([F:20])[CH:14]=1)=O.[OH-].[Na+]. Product: [Br:8][C:5]1[CH:6]=[CH:7][C:2]2[N:3]([CH:10]=[C:11]([C:13]3[CH:18]=[CH:17][C:16]([F:19])=[C:15]([F:20])[CH:14]=3)[N:1]=2)[CH:4]=1. The catalyst class is: 8.